From a dataset of NCI-60 drug combinations with 297,098 pairs across 59 cell lines. Regression. Given two drug SMILES strings and cell line genomic features, predict the synergy score measuring deviation from expected non-interaction effect. (1) Drug 1: CC12CCC3C(C1CCC2=O)CC(=C)C4=CC(=O)C=CC34C. Drug 2: C1CCC(C(C1)N)N.C(=O)(C(=O)[O-])[O-].[Pt+4]. Cell line: SN12C. Synergy scores: CSS=33.1, Synergy_ZIP=-2.35, Synergy_Bliss=-2.42, Synergy_Loewe=-0.0908, Synergy_HSA=-0.236. (2) Synergy scores: CSS=1.38, Synergy_ZIP=-0.0984, Synergy_Bliss=0.523, Synergy_Loewe=-0.864, Synergy_HSA=-1.07. Drug 2: C1=CN(C=N1)CC(O)(P(=O)(O)O)P(=O)(O)O. Cell line: COLO 205. Drug 1: CN(C)N=NC1=C(NC=N1)C(=O)N.